From a dataset of NCI-60 drug combinations with 297,098 pairs across 59 cell lines. Regression. Given two drug SMILES strings and cell line genomic features, predict the synergy score measuring deviation from expected non-interaction effect. Drug 1: C1C(C(OC1N2C=NC3=C(N=C(N=C32)Cl)N)CO)O. Drug 2: CC1=C2C(C(=O)C3(C(CC4C(C3C(C(C2(C)C)(CC1OC(=O)C(C(C5=CC=CC=C5)NC(=O)OC(C)(C)C)O)O)OC(=O)C6=CC=CC=C6)(CO4)OC(=O)C)O)C)O. Cell line: CCRF-CEM. Synergy scores: CSS=58.9, Synergy_ZIP=-2.23, Synergy_Bliss=-4.33, Synergy_Loewe=-12.1, Synergy_HSA=-3.47.